From a dataset of Forward reaction prediction with 1.9M reactions from USPTO patents (1976-2016). Predict the product of the given reaction. (1) Given the reactants [CH3:1][N:2]([CH3:6])[C:3](Cl)=[O:4].[OH:7][CH2:8][CH2:9][NH:10][CH2:11][CH2:12][CH2:13][C:14]1[CH:21]=[CH:20][C:17]([C:18]#[N:19])=[CH:16][CH:15]=1.C(N(CC)CC)C, predict the reaction product. The product is: [C:18]([C:17]1[CH:20]=[CH:21][C:14]([CH2:13][CH2:12][CH2:11][N:10]([CH2:9][CH2:8][OH:7])[C:3]([N:2]([CH3:6])[CH3:1])=[O:4])=[CH:15][CH:16]=1)#[N:19]. (2) Given the reactants Cl[CH2:2][CH2:3][CH2:4][CH2:5][C:6]1[N:7]([CH3:20])[N:8]=[C:9]2[C:18]=1[C:17]1[CH2:16][CH2:15][CH2:14][CH2:13][C:12]=1[N:11]=[C:10]2[NH2:19].[C:21]1(=[O:31])[NH:25][C:24](=[O:26])[C:23]2=[CH:27][CH:28]=[CH:29][CH:30]=[C:22]12.[K].[I-].[Na+].CN(C=O)C, predict the reaction product. The product is: [NH2:19][C:10]1[C:9]2=[N:8][N:7]([CH3:20])[C:6]([CH2:5][CH2:4][CH2:3][CH2:2][N:25]3[C:21](=[O:31])[C:22]4[C:23](=[CH:27][CH:28]=[CH:29][CH:30]=4)[C:24]3=[O:26])=[C:18]2[C:17]2[CH2:16][CH2:15][CH2:14][CH2:13][C:12]=2[N:11]=1. (3) Given the reactants [Cl:1][C:2]1[CH:26]=[CH:25][C:5]([CH2:6][N:7]2[C:15]3[C:10](=[CH:11][C:12]([CH:16]=O)=[CH:13][CH:14]=3)[C:9]([C:18]3[CH:23]=[CH:22][C:21]([F:24])=[CH:20][CH:19]=3)=[N:8]2)=[C:4]([C:27]([F:30])([F:29])[F:28])[CH:3]=1.[O:31]=[C:32]1[N:36]([CH2:37][C:38]([OH:40])=[O:39])[C:35](=[O:41])[CH2:34][S:33]1, predict the reaction product. The product is: [Cl:1][C:2]1[CH:26]=[CH:25][C:5]([CH2:6][N:7]2[C:15]3[C:10](=[CH:11][C:12](/[CH:16]=[C:34]4/[C:35](=[O:41])[N:36]([CH2:37][C:38]([OH:40])=[O:39])[C:32](=[O:31])[S:33]/4)=[CH:13][CH:14]=3)[C:9]([C:18]3[CH:19]=[CH:20][C:21]([F:24])=[CH:22][CH:23]=3)=[N:8]2)=[C:4]([C:27]([F:29])([F:30])[F:28])[CH:3]=1. (4) Given the reactants [Cl:1][C:2]1[CH:7]=[CH:6][C:5](I)=[CH:4][N:3]=1.[C:9](B1OC(C)(C)C(C)(C)O1)([CH3:11])=[CH2:10].COC1C=CC=C(OC)C=1C1C=CC=CC=1P(C1CCCCC1)C1CCCCC1.[O-]P([O-])([O-])=O.[K+].[K+].[K+], predict the reaction product. The product is: [Cl:1][C:2]1[CH:7]=[CH:6][C:5]([C:9]([CH3:11])=[CH2:10])=[CH:4][N:3]=1. (5) Given the reactants [CH3:1][O:2][C:3]1[CH:30]=[CH:29][C:6]([CH2:7][N:8]2[N:12]=[N:11][C:10]([C:13]3[C:18](=[O:19])[N:17]4[CH:20]=[CH:21][C:22]([C:24]([O:26]CC)=[O:25])=[CH:23][C:16]4=[N:15][CH:14]=3)=[N:9]2)=[CH:5][CH:4]=1.[OH-].[Na+].Cl.O, predict the reaction product. The product is: [CH3:1][O:2][C:3]1[CH:4]=[CH:5][C:6]([CH2:7][N:8]2[N:12]=[N:11][C:10]([C:13]3[C:18](=[O:19])[N:17]4[CH:20]=[CH:21][C:22]([C:24]([OH:26])=[O:25])=[CH:23][C:16]4=[N:15][CH:14]=3)=[N:9]2)=[CH:29][CH:30]=1.